Dataset: Merck oncology drug combination screen with 23,052 pairs across 39 cell lines. Task: Regression. Given two drug SMILES strings and cell line genomic features, predict the synergy score measuring deviation from expected non-interaction effect. Drug 1: NC(=O)c1cccc2cn(-c3ccc(C4CCCNC4)cc3)nc12. Drug 2: Cn1c(=O)n(-c2ccc(C(C)(C)C#N)cc2)c2c3cc(-c4cnc5ccccc5c4)ccc3ncc21. Cell line: OV90. Synergy scores: synergy=10.7.